Dataset: Forward reaction prediction with 1.9M reactions from USPTO patents (1976-2016). Task: Predict the product of the given reaction. (1) Given the reactants COP([CH2:7][C:8]([O:10][C:11]([CH3:14])([CH3:13])[CH3:12])=[O:9])(OC)=O.[H-].[Na+].[CH3:17][C:18]1[CH:27]=[C:26]([CH2:28][O:29][C:30]2[CH:35]=[CH:34][C:33]([C:36]3[CH2:40][CH:39]([CH:41]=O)[O:38][N:37]=3)=[CH:32][CH:31]=2)[C:25]2[C:20](=[CH:21][CH:22]=[CH:23][CH:24]=2)[N:19]=1, predict the reaction product. The product is: [C:11]([O:10][C:8](=[O:9])[CH:7]=[CH:41][CH:39]1[O:38][N:37]=[C:36]([C:33]2[CH:34]=[CH:35][C:30]([O:29][CH2:28][C:26]3[C:25]4[C:20](=[CH:21][CH:22]=[CH:23][CH:24]=4)[N:19]=[C:18]([CH3:17])[CH:27]=3)=[CH:31][CH:32]=2)[CH2:40]1)([CH3:12])([CH3:13])[CH3:14]. (2) Given the reactants C([O:4][CH2:5][C:6]([CH3:46])([CH3:45])[CH2:7][N:8]1[C:14]2[CH:15]=[CH:16][C:17]([Cl:19])=[CH:18][C:13]=2[C@@H:12]([C:20]2[CH:25]=[CH:24][CH:23]=[C:22]([O:26][CH3:27])[C:21]=2[O:28][CH3:29])[O:11][C@H:10]([CH2:30][C:31]([NH:33][C:34]2[S:35][CH:36]=[C:37]([CH2:39][C:40]([O:42]C)=[O:41])[N:38]=2)=[O:32])[C:9]1=[O:44])(=O)C.[OH-].[Na+].C(O)C, predict the reaction product. The product is: [Cl:19][C:17]1[CH:16]=[CH:15][C:14]2[N:8]([CH2:7][C:6]([CH3:45])([CH3:46])[CH2:5][OH:4])[C:9](=[O:44])[C@@H:10]([CH2:30][C:31]([NH:33][C:34]3[S:35][CH:36]=[C:37]([CH2:39][C:40]([OH:42])=[O:41])[N:38]=3)=[O:32])[O:11][C@H:12]([C:20]3[CH:25]=[CH:24][CH:23]=[C:22]([O:26][CH3:27])[C:21]=3[O:28][CH3:29])[C:13]=2[CH:18]=1. (3) Given the reactants [F:1][C:2]([F:17])([F:16])[O:3][C:4]1[CH:9]=[CH:8][CH:7]=[CH:6][C:5]=1/[CH:10]=[CH:11]/[C:12]([O:14][CH3:15])=[O:13].C(O)(=[O:27])C=CC1C=CC=CC=1, predict the reaction product. The product is: [OH:27][C@H:11]([CH2:10][C:5]1[CH:6]=[CH:7][CH:8]=[CH:9][C:4]=1[O:3][C:2]([F:16])([F:17])[F:1])[C:12]([O:14][CH3:15])=[O:13]. (4) Given the reactants CC(C(CCCCN1C(C(C)C)=C(C(NC2C=CC=CC=2)=O)C(C2C=CC=CC=2)=C1C1C=CC(F)=CC=1)C(O)(O)C([O-])=O)(C)C.[OH-].[Na+].C([O-])(=O)C.[Ca+2:52].C([O-])(=O)C.[CH3:57][CH:58]([C:60]1[N:64]([CH2:65][CH2:66][C@@H:67]([OH:75])[CH2:68][C@@H:69]([OH:74])[CH2:70][C:71]([OH:73])=[O:72])[C:63]([C:76]2[CH:77]=[CH:78][C:79]([F:82])=[CH:80][CH:81]=2)=[C:62]([C:83]2[CH:84]=[CH:85][CH:86]=[CH:87][CH:88]=2)[C:61]=1[C:89]([NH:91][C:92]1[CH:93]=[CH:94][CH:95]=[CH:96][CH:97]=1)=[O:90])[CH3:59], predict the reaction product. The product is: [CH3:59][CH:58]([C:60]1[N:64]([CH2:65][CH2:66][C@@H:67]([OH:75])[CH2:68][C@@H:69]([OH:74])[CH2:70][C:71]([O-:73])=[O:72])[C:63]([C:76]2[CH:81]=[CH:80][C:79]([F:82])=[CH:78][CH:77]=2)=[C:62]([C:83]2[CH:88]=[CH:87][CH:86]=[CH:85][CH:84]=2)[C:61]=1[C:89]([NH:91][C:92]1[CH:97]=[CH:96][CH:95]=[CH:94][CH:93]=1)=[O:90])[CH3:57].[CH3:59][CH:58]([C:60]1[N:64]([CH2:65][CH2:66][C@@H:67]([OH:75])[CH2:68][C@@H:69]([OH:74])[CH2:70][C:71]([O-:73])=[O:72])[C:63]([C:76]2[CH:81]=[CH:80][C:79]([F:82])=[CH:78][CH:77]=2)=[C:62]([C:83]2[CH:88]=[CH:87][CH:86]=[CH:85][CH:84]=2)[C:61]=1[C:89]([NH:91][C:92]1[CH:97]=[CH:96][CH:95]=[CH:94][CH:93]=1)=[O:90])[CH3:57].[Ca+2:52].